From a dataset of Catalyst prediction with 721,799 reactions and 888 catalyst types from USPTO. Predict which catalyst facilitates the given reaction. (1) Reactant: [CH2:1]([C:4]1[C:8]([CH2:9][CH2:10][CH2:11][OH:12])=[CH:7][N:6]([C:13]2[CH:18]=[CH:17][C:16]([C:19]([F:22])([F:21])[F:20])=[CH:15][N:14]=2)[N:5]=1)[CH2:2][CH3:3].[F:23][C:24]1[CH:29]=[CH:28][C:27]([CH2:30][C:31]([O:33]C)=[O:32])=[CH:26][C:25]=1O.C(P(CCCC)CCCC)CCC.N(C(N1CCCCC1)=O)=NC(N1CCCCC1)=O. Product: [F:23][C:24]1[CH:25]=[CH:26][C:27]([CH2:30][C:31]([OH:33])=[O:32])=[CH:28][C:29]=1[O:12][CH2:11][CH2:10][CH2:9][C:8]1[C:4]([CH2:1][CH2:2][CH3:3])=[N:5][N:6]([C:13]2[CH:18]=[CH:17][C:16]([C:19]([F:21])([F:20])[F:22])=[CH:15][N:14]=2)[CH:7]=1. The catalyst class is: 7. (2) Reactant: CO.[CH3:3][O:4][C:5](=[O:35])[CH2:6][C:7]1[C:11]2[CH:12]=[CH:13][C:14]([NH:16]CC3C=CC=C4C=3N(CC3C=CC=CC=3)CCC4)=[CH:15][C:10]=2[O:9][CH:8]=1.[H][H]. Product: [CH3:3][O:4][C:5](=[O:35])[CH2:6][CH:7]1[C:11]2[CH:12]=[CH:13][C:14]([NH2:16])=[CH:15][C:10]=2[O:9][CH2:8]1. The catalyst class is: 354. (3) Reactant: [Cl:1][C:2]1[CH:3]=[C:4]([NH:9][C:10]([C:13]2[C:17]([CH2:18][O:19][Si:20]([CH:27]([CH3:29])[CH3:28])([CH:24]([CH3:26])[CH3:25])[CH:21]([CH3:23])[CH3:22])=[N:16][O:15][N:14]=2)=[N:11][OH:12])[CH:5]=[CH:6][C:7]=1[F:8].C1N=CN([C:35](N2C=NC=C2)=[O:36])C=1. Product: [Cl:1][C:2]1[CH:3]=[C:4]([N:9]2[C:35](=[O:36])[O:12][N:11]=[C:10]2[C:13]2[C:17]([CH2:18][O:19][Si:20]([CH:24]([CH3:26])[CH3:25])([CH:27]([CH3:29])[CH3:28])[CH:21]([CH3:22])[CH3:23])=[N:16][O:15][N:14]=2)[CH:5]=[CH:6][C:7]=1[F:8]. The catalyst class is: 7. (4) Reactant: Br[C:2]1[CH:3]=[CH:4][C:5]2[CH:9]=[CH:8][S:7][C:6]=2[CH:10]=1.[CH3:11][S-:12].[Na+]. Product: [CH3:11][S:12][C:2]1[CH:3]=[CH:4][C:5]2[CH:9]=[CH:8][S:7][C:6]=2[CH:10]=1. The catalyst class is: 3. (5) Reactant: Br[C:2]1[CH:3]=[C:4]([C:8]2([CH3:12])[CH2:11][O:10][CH2:9]2)[CH:5]=[CH:6][CH:7]=1.[Li]CCCC.CN([CH:21]=[O:22])C. Product: [CH3:12][C:8]1([C:4]2[CH:3]=[C:2]([CH:7]=[CH:6][CH:5]=2)[CH:21]=[O:22])[CH2:11][O:10][CH2:9]1. The catalyst class is: 1. (6) Reactant: [NH2:1][C:2]1[CH:3]=[CH:4][C:5]2[C:6]3[CH2:7][CH2:8][CH2:9][CH2:10][C:11]=3[C:12](=[O:16])[NH:13][C:14]=2[CH:15]=1.[CH:17](OCC)(OCC)OCC.[N-:27]=[N+:28]=[N-:29].[Na+]. Product: [N:1]1([C:2]2[CH:3]=[CH:4][C:5]3[C:6]4[CH2:7][CH2:8][CH2:9][CH2:10][C:11]=4[C:12](=[O:16])[NH:13][C:14]=3[CH:15]=2)[CH:17]=[N:29][N:28]=[N:27]1. The catalyst class is: 52. (7) Reactant: Br[C:2]1[CH:3]=[C:4]2[C:9](=[CH:10][CH:11]=1)[CH:8]=[C:7]([OH:12])[CH:6]=[CH:5]2.[C:13]([Si:15]([CH3:18])([CH3:17])[CH3:16])#[CH:14]. Product: [CH3:16][Si:15]([C:13]#[C:14][C:2]1[CH:3]=[C:4]2[C:9](=[CH:10][CH:11]=1)[CH:8]=[C:7]([OH:12])[CH:6]=[CH:5]2)([CH3:18])[CH3:17]. The catalyst class is: 540.